This data is from Reaction yield outcomes from USPTO patents with 853,638 reactions. The task is: Predict the reaction yield, written as a fraction of the theoretical maximum amount of product (1.0 means a 100% yield; for example, 0.34 means a 34% yield). (1) The reactants are [CH2:1]([N:8]1[CH2:12][CH2:11][C@H:10](OS(C)(=O)=O)[CH2:9]1)[C:2]1[CH:7]=[CH:6][CH:5]=[CH:4][CH:3]=1.[NH3:18].[OH-].[Na+]. No catalyst specified. The product is [CH2:1]([N:8]1[CH2:12][CH2:11][C@@H:10]([NH2:18])[CH2:9]1)[C:2]1[CH:7]=[CH:6][CH:5]=[CH:4][CH:3]=1. The yield is 0.730. (2) The reactants are [CH3:1][O:2][C:3]([C:5]1[C:13]2[C:8](=[N:9][CH:10]=[C:11]([Cl:14])[CH:12]=2)[N:7]([S:15]([C:18]2[CH:23]=[CH:22][CH:21]=[CH:20][CH:19]=2)(=[O:17])=[O:16])[C:6]=1[CH3:24])=[O:4].[Br:25]N1C(C)(C)C(=O)N(Br)C1=O. The catalyst is ClCCCl. The product is [CH3:1][O:2][C:3]([C:5]1[C:13]2[C:8](=[N:9][CH:10]=[C:11]([Cl:14])[CH:12]=2)[N:7]([S:15]([C:18]2[CH:23]=[CH:22][CH:21]=[CH:20][CH:19]=2)(=[O:17])=[O:16])[C:6]=1[CH2:24][Br:25])=[O:4]. The yield is 0.610.